This data is from Peptide-MHC class I binding affinity with 185,985 pairs from IEDB/IMGT. The task is: Regression. Given a peptide amino acid sequence and an MHC pseudo amino acid sequence, predict their binding affinity value. This is MHC class I binding data. (1) The binding affinity (normalized) is 0.0445. The MHC is H-2-Kb with pseudo-sequence H-2-Kb. The peptide sequence is HQRSDSSLVDE. (2) The peptide sequence is QARQMVQAM. The MHC is HLA-A03:01 with pseudo-sequence HLA-A03:01. The binding affinity (normalized) is 0.0847. (3) The peptide sequence is TFMDGTPEL. The MHC is HLA-B08:01 with pseudo-sequence HLA-B08:01. The binding affinity (normalized) is 0.0847. (4) The peptide sequence is IVKNIREGT. The MHC is HLA-A68:02 with pseudo-sequence HLA-A68:02. The binding affinity (normalized) is 0.142. (5) The peptide sequence is GRYIVYSSY. The MHC is HLA-B18:01 with pseudo-sequence HLA-B18:01. The binding affinity (normalized) is 0.229. (6) The peptide sequence is RVEESRARL. The MHC is HLA-A30:01 with pseudo-sequence HLA-A30:01. The binding affinity (normalized) is 0.498. (7) The peptide sequence is QLPKRGVRVR. The MHC is HLA-A11:01 with pseudo-sequence HLA-A11:01. The binding affinity (normalized) is 0.00570. (8) The peptide sequence is CADGTRHTY. The MHC is HLA-A29:02 with pseudo-sequence HLA-A29:02. The binding affinity (normalized) is 0.365. (9) The peptide sequence is GLKISLCGI. The MHC is HLA-A23:01 with pseudo-sequence HLA-A23:01. The binding affinity (normalized) is 0.0847. (10) The peptide sequence is LARRPTPKK. The MHC is HLA-A30:01 with pseudo-sequence HLA-A30:01. The binding affinity (normalized) is 0.783.